This data is from Forward reaction prediction with 1.9M reactions from USPTO patents (1976-2016). The task is: Predict the product of the given reaction. (1) Given the reactants C(=O)([O-])[O-].[K+].[K+].[F:7][C:8]([F:22])([F:21])[C:9]1[CH:16]=[C:15]([C:17]([F:20])([F:19])[F:18])[CH:14]=[CH:13][C:10]=1[CH2:11]Br.[C:23]([O:27][C:28](=[O:52])[CH2:29][CH2:30][N:31]([C:45]([O:47][C:48]([CH3:51])([CH3:50])[CH3:49])=[O:46])[CH2:32][C:33]([N:35]1[C:43]2[C:38](=[CH:39][C:40]([OH:44])=[CH:41][CH:42]=2)[CH2:37][CH2:36]1)=[O:34])([CH3:26])([CH3:25])[CH3:24], predict the reaction product. The product is: [C:23]([O:27][C:28](=[O:52])[CH2:29][CH2:30][N:31]([CH2:32][C:33]([N:35]1[C:43]2[C:38](=[CH:39][C:40]([O:44][CH2:11][C:10]3[CH:13]=[CH:14][C:15]([C:17]([F:20])([F:19])[F:18])=[CH:16][C:9]=3[C:8]([F:22])([F:21])[F:7])=[CH:41][CH:42]=2)[CH2:37][CH2:36]1)=[O:34])[C:45]([O:47][C:48]([CH3:51])([CH3:50])[CH3:49])=[O:46])([CH3:24])([CH3:25])[CH3:26]. (2) Given the reactants [Br:1][C:2]1[CH:7]=[CH:6][C:5]([N:8]2[C:13](=[O:14])[CH:12]=[C:11]([O:15][CH:16]3[CH2:21][CH2:20][N:19](C(OC(C)(C)C)=O)[CH2:18][CH2:17]3)[C:10]([C:29]#[N:30])=[N:9]2)=[C:4]([F:31])[CH:3]=1.[ClH:32].O1CCOCC1.CCOCC, predict the reaction product. The product is: [ClH:32].[Br:1][C:2]1[CH:7]=[CH:6][C:5]([N:8]2[C:13](=[O:14])[CH:12]=[C:11]([O:15][CH:16]3[CH2:17][CH2:18][NH:19][CH2:20][CH2:21]3)[C:10]([C:29]#[N:30])=[N:9]2)=[C:4]([F:31])[CH:3]=1. (3) Given the reactants [O:1]=[C:2]([CH2:6][CH2:7][C:8]1[CH:13]=[CH:12][CH:11]=[CH:10][CH:9]=1)[C:3]([OH:5])=[O:4].C(N(CC)CC)C.C(O)=O, predict the reaction product. The product is: [OH:1][C@H:2]([CH2:6][CH2:7][C:8]1[CH:13]=[CH:12][CH:11]=[CH:10][CH:9]=1)[C:3]([OH:5])=[O:4]. (4) Given the reactants [H-].[Na+].[NH2:3][C:4]1[C:13]2[C:8](=[C:9]([O:16][CH2:17][CH:18]3[CH2:20][CH2:19]3)[C:10]([O:14][CH3:15])=[CH:11][CH:12]=2)[NH:7][C:6](=[O:21])[CH:5]=1.[Cl:22][C:23]1[CH:24]=[N:25][CH:26]=[C:27]([Cl:30])[C:28]=1Cl, predict the reaction product. The product is: [CH:18]1([CH2:17][O:16][C:9]2[C:10]([O:14][CH3:15])=[CH:11][CH:12]=[C:13]3[C:8]=2[NH:7][C:6](=[O:21])[CH:5]=[C:4]3[NH:3][C:28]2[C:27]([Cl:30])=[CH:26][N:25]=[CH:24][C:23]=2[Cl:22])[CH2:19][CH2:20]1. (5) Given the reactants [Br:1][C:2]1[N:3]=[C:4]([O:9][CH2:10][C:11]2[CH:16]=[CH:15][CH:14]=[C:13]([Cl:17])[CH:12]=2)[C:5]([NH2:8])=[N:6][CH:7]=1.C(N(CC)CC)C.[C:25](O[C:25]([O:27][C:28]([CH3:31])([CH3:30])[CH3:29])=[O:26])([O:27][C:28]([CH3:31])([CH3:30])[CH3:29])=[O:26], predict the reaction product. The product is: [C:28]([O:27][C:25](=[O:26])[NH:8][C:5]1[C:4]([O:9][CH2:10][C:11]2[CH:16]=[CH:15][CH:14]=[C:13]([Cl:17])[CH:12]=2)=[N:3][C:2]([Br:1])=[CH:7][N:6]=1)([CH3:31])([CH3:30])[CH3:29]. (6) Given the reactants [Cl:1][C:2]1[CH:3]=[C:4]([C:8](=[O:12])[CH2:9][CH2:10][CH3:11])[CH:5]=[CH:6][CH:7]=1.[N+:13]([O-])([OH:15])=[O:14].OS(O)(=O)=O, predict the reaction product. The product is: [Cl:1][C:2]1[CH:7]=[CH:6][C:5]([N+:13]([O-:15])=[O:14])=[C:4]([C:8](=[O:12])[CH2:9][CH2:10][CH3:11])[CH:3]=1. (7) Given the reactants [C:1]1([C:7]2[NH:11][N:10]=[C:9]([C:12]([NH:14][C:15]3[CH:20]=[CH:19][C:18]([C@@H:21]4[O:26][CH2:25][CH2:24][N:23](C(OC(C)(C)C)=O)[CH2:22]4)=[CH:17][CH:16]=3)=[O:13])[CH:8]=2)[CH:6]=[CH:5][CH:4]=[CH:3][CH:2]=1.[ClH:34], predict the reaction product. The product is: [ClH:34].[NH:23]1[CH2:24][CH2:25][O:26][C@@H:21]([C:18]2[CH:17]=[CH:16][C:15]([NH:14][C:12]([C:9]3[CH:8]=[C:7]([C:1]4[CH:2]=[CH:3][CH:4]=[CH:5][CH:6]=4)[NH:11][N:10]=3)=[O:13])=[CH:20][CH:19]=2)[CH2:22]1.